From a dataset of Reaction yield outcomes from USPTO patents with 853,638 reactions. Predict the reaction yield, written as a fraction of the theoretical maximum amount of product (1.0 means a 100% yield; for example, 0.34 means a 34% yield). (1) The reactants are [C:1]1([CH:7]([C:20]2[CH:25]=[CH:24][CH:23]=[CH:22][CH:21]=2)[CH2:8][CH2:9][NH:10][C:11](=[O:19])[C:12]2[CH:17]=[CH:16][C:15]([OH:18])=[N:14][CH:13]=2)[CH:6]=[CH:5][CH:4]=[CH:3][CH:2]=1.Br[CH2:27][CH2:28][C:29]1[CH:34]=[CH:33][CH:32]=[CH:31][CH:30]=1. No catalyst specified. The product is [C:20]1([CH:7]([C:1]2[CH:2]=[CH:3][CH:4]=[CH:5][CH:6]=2)[CH2:8][CH2:9][NH:10][C:11]([C:12]2[CH:17]=[CH:16][C:15](=[O:18])[N:14]([CH2:27][CH2:28][C:29]3[CH:34]=[CH:33][CH:32]=[CH:31][CH:30]=3)[CH:13]=2)=[O:19])[CH:25]=[CH:24][CH:23]=[CH:22][CH:21]=1. The yield is 0.211. (2) The reactants are [F:1][C:2]1[CH:10]=[C:9]2[C:5]([C:6]([C:11]3[CH:12]=[N:13][N:14]([CH:16]4[CH2:21][CH2:20][CH:19]([C:22](O)=[O:23])[CH2:18][CH2:17]4)[CH:15]=3)=[CH:7][NH:8]2)=[CH:4][CH:3]=1.[CH3:25][NH:26][CH3:27]. No catalyst specified. The product is [F:1][C:2]1[CH:10]=[C:9]2[C:5]([C:6]([C:11]3[CH:12]=[N:13][N:14]([C@H:16]4[CH2:17][CH2:18][C@H:19]([C:22]([N:26]([CH3:27])[CH3:25])=[O:23])[CH2:20][CH2:21]4)[CH:15]=3)=[CH:7][NH:8]2)=[CH:4][CH:3]=1. The yield is 0.210.